Dataset: Reaction yield outcomes from USPTO patents with 853,638 reactions. Task: Predict the reaction yield, written as a fraction of the theoretical maximum amount of product (1.0 means a 100% yield; for example, 0.34 means a 34% yield). The reactants are [F:1][C:2]1[CH:7]=[CH:6][C:5]([OH:8])=[CH:4][CH:3]=1.F[C:10]1[CH:15]=[CH:14][CH:13]=[CH:12][C:11]=1[N+:16]([O-:18])=[O:17].[F:19][C:20]1[CH:33]=[CH:32][C:23]([O:24][C:25]2[CH:31]=[CH:30][CH:29]=[CH:28][C:26]=2[NH2:27])=[CH:22][CH:21]=1.[NH2:34][C:35]1[S:36][CH:37]=[CH:38][N:39]=1. No catalyst specified. The product is [F:1][C:2]1[CH:7]=[CH:6][C:5]([O:8][C:10]2[CH:15]=[CH:14][CH:13]=[CH:12][C:11]=2[N+:16]([O-:18])=[O:17])=[CH:4][CH:3]=1.[F:19][C:20]1[CH:33]=[CH:32][C:23]([O:24][C:25]2[CH:31]=[CH:30][CH:29]=[CH:28][C:26]=2[NH:27][C:5]([NH:34][C:35]2[S:36][CH:37]=[CH:38][N:39]=2)=[O:8])=[CH:22][CH:21]=1. The yield is 0.750.